This data is from Forward reaction prediction with 1.9M reactions from USPTO patents (1976-2016). The task is: Predict the product of the given reaction. (1) Given the reactants [C:1]([O:5][C:6](=[O:23])[NH:7][C:8]1[CH:21]=[CH:20][C:19]2[S:18][C:17]3[C:12](=[CH:13][CH:14]=[CH:15][C:16]=3Br)[CH2:11][C:10]=2[CH:9]=1)([CH3:4])([CH3:3])[CH3:2].[B:24]1([B:24]2[O:28][C:27]([CH3:30])([CH3:29])[C:26]([CH3:32])([CH3:31])[O:25]2)[O:28][C:27]([CH3:30])([CH3:29])[C:26]([CH3:32])([CH3:31])[O:25]1.C([O-])(=O)C.[K+], predict the reaction product. The product is: [C:1]([O:5][C:6](=[O:23])[NH:7][C:8]1[CH:21]=[CH:20][C:19]2[S:18][C:17]3[C:12](=[CH:13][CH:14]=[CH:15][C:16]=3[B:24]3[O:28][C:27]([CH3:30])([CH3:29])[C:26]([CH3:32])([CH3:31])[O:25]3)[CH2:11][C:10]=2[CH:9]=1)([CH3:4])([CH3:3])[CH3:2]. (2) Given the reactants [CH3:1][O:2][CH:3]([O:19][CH3:20])[C@@:4]1([CH3:18])[C@@H:9]2[O:10][C@@H:8]2[C:7]2[CH:11]=[C:12]([N+:15]([O-:17])=[O:16])[CH:13]=[CH:14][C:6]=2[O:5]1.[CH3:21][O:22][C:23]1[CH:28]=[CH:27][CH:26]=[CH:25][C:24]=1[NH:29][CH2:30][C:31]1[NH:32][CH:33]=[CH:34][N:35]=1, predict the reaction product. The product is: [CH3:1][O:2][CH:3]([O:19][CH3:20])[C@@:4]1([CH3:18])[C@H:9]([OH:10])[C@@H:8]([N:29]([C:24]2[CH:25]=[CH:26][CH:27]=[CH:28][C:23]=2[O:22][CH3:21])[CH2:30][C:31]2[NH:35][CH:34]=[CH:33][N:32]=2)[C:7]2[CH:11]=[C:12]([N+:15]([O-:17])=[O:16])[CH:13]=[CH:14][C:6]=2[O:5]1. (3) Given the reactants [N:1]([CH2:4][C:5]1[S:9][C:8]2[CH:10]=[CH:11][CH:12]=[CH:13][C:7]=2[C:6]=1[C:14]1[CH:19]=[CH:18][CH:17]=[CH:16][CH:15]=1)=[N+]=[N-].C1(P(C2C=CC=CC=2)C2C=CC=CC=2)C=CC=CC=1, predict the reaction product. The product is: [C:14]1([C:6]2[C:7]3[CH:13]=[CH:12][CH:11]=[CH:10][C:8]=3[S:9][C:5]=2[CH2:4][NH2:1])[CH:15]=[CH:16][CH:17]=[CH:18][CH:19]=1. (4) Given the reactants [CH3:1][C:2]([CH3:60])([CH3:59])[C@H:3]([N:45]1[CH2:49][CH2:48][N:47]([CH2:50][C:51]2[CH:56]=[CH:55][CH:54]=[C:53]([CH3:57])[N:52]=2)[C:46]1=[O:58])[C:4]([NH:6][C@@H:7]([CH2:38][C:39]1[CH:44]=[CH:43][CH:42]=[CH:41][CH:40]=1)[C@@H:8]([OH:37])[CH2:9][C@@H:10]([NH:26]C(=O)OCC1C=CC=CC=1)[CH2:11][C:12]1[CH:17]=[CH:16][C:15]([C:18]2[CH:23]=[CH:22][CH:21]=[C:20]([O:24][CH3:25])[N:19]=2)=[CH:14][CH:13]=1)=[O:5].Cl, predict the reaction product. The product is: [NH2:26][C@@H:10]([CH2:11][C:12]1[CH:17]=[CH:16][C:15]([C:18]2[CH:23]=[CH:22][CH:21]=[C:20]([O:24][CH3:25])[N:19]=2)=[CH:14][CH:13]=1)[CH2:9][C@H:8]([OH:37])[C@@H:7]([NH:6][C:4](=[O:5])[C@@H:3]([N:45]1[CH2:49][CH2:48][N:47]([CH2:50][C:51]2[CH:56]=[CH:55][CH:54]=[C:53]([CH3:57])[N:52]=2)[C:46]1=[O:58])[C:2]([CH3:1])([CH3:59])[CH3:60])[CH2:38][C:39]1[CH:44]=[CH:43][CH:42]=[CH:41][CH:40]=1. (5) Given the reactants [F:1][C:2]([F:21])([F:20])[CH2:3][CH2:4][CH:5]([C:13]1[CH:18]=[CH:17][C:16]([CH3:19])=[CH:15][CH:14]=1)[C:6]([O:8][C:9]([CH3:12])([CH3:11])[CH3:10])=[O:7].[Br:22]N1C(=O)CCC1=O, predict the reaction product. The product is: [Br:22][CH2:19][C:16]1[CH:17]=[CH:18][C:13]([CH:5]([CH2:4][CH2:3][C:2]([F:20])([F:21])[F:1])[C:6]([O:8][C:9]([CH3:12])([CH3:11])[CH3:10])=[O:7])=[CH:14][CH:15]=1. (6) Given the reactants [Cl:1][C:2]1[CH:7]=[CH:6][CH:5]=[C:4]([Cl:8])[C:3]=1[CH2:9][NH2:10].[Br:11][C:12]1[CH:13]=[CH:14][C:15]2[N:16]([CH:18]=[C:19]([C:21](OCC)=[O:22])[N:20]=2)[CH:17]=1, predict the reaction product. The product is: [Br:11][C:12]1[CH:13]=[CH:14][C:15]2[N:16]([CH:18]=[C:19]([C:21]([NH:10][CH2:9][C:3]3[C:2]([Cl:1])=[CH:7][CH:6]=[CH:5][C:4]=3[Cl:8])=[O:22])[N:20]=2)[CH:17]=1. (7) Given the reactants [OH-].[Na+].Cl.[CH2:4]([N:6]1[C:14]2[C:9](=[CH:10][CH:11]=[CH:12][CH:13]=2)[C:8]([C:15]([O:17]C)=[O:16])=[CH:7]1)[CH3:5], predict the reaction product. The product is: [CH2:4]([N:6]1[C:14]2[C:9](=[CH:10][CH:11]=[CH:12][CH:13]=2)[C:8]([C:15]([OH:17])=[O:16])=[CH:7]1)[CH3:5]. (8) Given the reactants CC1(C)OC(CO[C:9]2[C:18](C)=[CH:17][C:12]([C:13]([NH:15][OH:16])=[NH:14])=[CH:11][C:10]=2C)CO1.[OH:22][CH2:23]C1C=CC(C#N)=CC=1, predict the reaction product. The product is: [OH:16][NH:15][C:13](=[NH:14])[C:12]1[CH:11]=[CH:10][C:9]([CH2:23][OH:22])=[CH:18][CH:17]=1. (9) Given the reactants N#N.FC(F)(F)S(O[C:9]1[CH2:10][CH2:11][CH2:12][N:13]([C:15]([O:17][C:18]([CH3:21])([CH3:20])[CH3:19])=[O:16])[CH:14]=1)(=O)=O.[B:24]1([B:24]2[O:28][C:27]([CH3:30])([CH3:29])[C:26]([CH3:32])([CH3:31])[O:25]2)[O:28][C:27]([CH3:30])([CH3:29])[C:26]([CH3:32])([CH3:31])[O:25]1.C([O-])(=O)C.[K+], predict the reaction product. The product is: [CH3:31][C:26]1([CH3:32])[C:27]([CH3:30])([CH3:29])[O:28][B:24]([C:9]2[CH2:10][CH2:11][CH2:12][N:13]([C:15]([O:17][C:18]([CH3:21])([CH3:20])[CH3:19])=[O:16])[CH:14]=2)[O:25]1.